Dataset: Full USPTO retrosynthesis dataset with 1.9M reactions from patents (1976-2016). Task: Predict the reactants needed to synthesize the given product. Given the product [OH:8][C:9]1[CH:14]=[C:13]([OH:15])[CH:12]=[CH:11][C:10]=1[CH:23]1[CH2:28][CH2:27][C:26](=[CH:29][C:30]([O:32][CH2:33][C:34]2[CH:35]=[CH:36][CH:37]=[CH:38][CH:39]=2)=[O:31])[CH2:25][CH2:24]1, predict the reactants needed to synthesize it. The reactants are: [Si]([O:8][C:9]1[CH:14]=[C:13]([O:15][Si](C(C)(C)C)(C)C)[CH:12]=[CH:11][C:10]=1[CH:23]1[CH2:28][CH2:27][C:26](=[CH:29][C:30]([O:32][CH2:33][C:34]2[CH:39]=[CH:38][CH:37]=[CH:36][CH:35]=2)=[O:31])[CH2:25][CH2:24]1)(C(C)(C)C)(C)C.O1CCCC1.O.[F-].C([N+](CCCC)(CCCC)CCCC)CCC.